This data is from Reaction yield outcomes from USPTO patents with 853,638 reactions. The task is: Predict the reaction yield, written as a fraction of the theoretical maximum amount of product (1.0 means a 100% yield; for example, 0.34 means a 34% yield). The reactants are Br[C:2]1[CH:7]=[CH:6][C:5]([CH:8]2[CH2:13][N:12]([CH3:14])[CH2:11][CH2:10][N:9]2[CH2:15][CH2:16][C:17]2[CH:18]=[N:19][N:20]3[CH:25]=[CH:24][CH:23]=[CH:22][C:21]=23)=[CH:4][CH:3]=1.[C:26]([O:30][CH3:31])(=[O:29])[CH:27]=[CH2:28].CN(C1CCCCC1)C1CCCCC1. The catalyst is O1CCOCC1.C1C=CC(/C=C/C(/C=C/C2C=CC=CC=2)=O)=CC=1.C1C=CC(/C=C/C(/C=C/C2C=CC=CC=2)=O)=CC=1.C1C=CC(/C=C/C(/C=C/C2C=CC=CC=2)=O)=CC=1.[Pd].[Pd].C(P(C(C)(C)C)C(C)(C)C)(C)(C)C.F[B-](F)(F)F. The product is [CH3:31][O:30][C:26](=[O:29])/[CH:27]=[CH:28]/[C:2]1[CH:7]=[CH:6][C:5]([CH:8]2[CH2:13][N:12]([CH3:14])[CH2:11][CH2:10][N:9]2[CH2:15][CH2:16][C:17]2[CH:18]=[N:19][N:20]3[CH:25]=[CH:24][CH:23]=[CH:22][C:21]=23)=[CH:4][CH:3]=1. The yield is 0.970.